Task: Predict which catalyst facilitates the given reaction.. Dataset: Catalyst prediction with 721,799 reactions and 888 catalyst types from USPTO (1) Reactant: [C:1]([O:5][C:6]([N:8]([CH3:27])[C@H:9]([CH2:18][O:19][C:20]([O:22][C:23]([CH3:26])([CH3:25])[CH3:24])=[O:21])[CH2:10][C:11]([F:17])([F:16])[C:12](OC)=[O:13])=[O:7])([CH3:4])([CH3:3])[CH3:2].[BH4-].[Li+]. Product: [C:23]([O:22][C:20]([O:19][CH2:18][C@@H:9]([N:8]([CH3:27])[C:6](=[O:7])[O:5][C:1]([CH3:4])([CH3:3])[CH3:2])[CH2:10][C:11]([F:17])([F:16])[CH2:12][OH:13])=[O:21])([CH3:26])([CH3:25])[CH3:24]. The catalyst class is: 1. (2) Reactant: C(O[C:6](=O)[NH:7][C:8]1[CH:13]=[C:12]([F:14])[C:11]([Cl:15])=[CH:10][C:9]=1[NH2:16])(C)(C)C.[CH:18]1([CH:24]=O)[CH2:23][CH2:22][CH2:21][CH2:20][CH2:19]1.[Cl:26][C:27]1[CH:37]=[CH:36][C:30]([O:31][CH2:32]C(O)=O)=[CH:29][CH:28]=1.[CH:38]1([N+:44]#[C-:45])[CH2:43][CH2:42][CH2:41][CH2:40][CH2:39]1.Cl.C[OH:48]. Product: [Cl:15][C:11]1[C:12]([F:14])=[CH:13][C:8]2[N:7]=[C:6]([CH2:32][O:31][C:30]3[CH:29]=[CH:28][C:27]([Cl:26])=[CH:37][CH:36]=3)[N:16]([CH:24]([CH:18]3[CH2:19][CH2:20][CH2:21][CH2:22][CH2:23]3)[C:45]([NH:44][CH:38]3[CH2:43][CH2:42][CH2:41][CH2:40][CH2:39]3)=[O:48])[C:9]=2[CH:10]=1. The catalyst class is: 12. (3) Reactant: [OH:1]/[N:2]=[CH:3]/[C:4]1[CH:5]=[C:6]2[C:10](=[CH:11][CH:12]=1)[C:9](=[O:13])[CH2:8][CH2:7]2.ClN1C(=O)CCC1=O.[Cl:22][C:23]1[CH:28]=[C:27]([C:29]([C:31]([F:34])([F:33])[F:32])=[CH2:30])[CH:26]=[C:25]([Cl:35])[CH:24]=1.[K]. Product: [Cl:22][C:23]1[CH:28]=[C:27]([C:29]2([C:31]([F:34])([F:32])[F:33])[O:1][N:2]=[C:3]([C:4]3[CH:5]=[C:6]4[C:10](=[CH:11][CH:12]=3)[C:9](=[O:13])[CH2:8][CH2:7]4)[CH2:30]2)[CH:26]=[C:25]([Cl:35])[CH:24]=1. The catalyst class is: 288. (4) Reactant: [OH:1][C:2]1[C:3]([C:8]([OH:10])=[O:9])=[N:4][CH:5]=[CH:6][CH:7]=1.S(=O)(=O)(O)O.[CH2:16](O)[CH3:17]. Product: [OH:1][C:2]1[C:3]([C:8]([O:10][CH2:16][CH3:17])=[O:9])=[N:4][CH:5]=[CH:6][CH:7]=1. The catalyst class is: 11. (5) Reactant: [Cl:1][C:2]1[CH:10]=[C:9]2[C:5]([CH:6]=[C:7]([S:21](Cl)(=[O:23])=[O:22])[N:8]2[S:11]([C:14]2[CH:19]=[CH:18][C:17]([CH3:20])=[CH:16][CH:15]=2)(=[O:13])=[O:12])=[CH:4][CH:3]=1.[CH3:25][NH:26][CH3:27]. Product: [CH3:25][N:26]([CH3:27])[S:21]([C:7]1[N:8]([S:11]([C:14]2[CH:19]=[CH:18][C:17]([CH3:20])=[CH:16][CH:15]=2)(=[O:13])=[O:12])[C:9]2[C:5]([CH:6]=1)=[CH:4][CH:3]=[C:2]([Cl:1])[CH:10]=2)(=[O:23])=[O:22]. The catalyst class is: 1. (6) Reactant: Br[C:2]1[C:3]([CH3:10])=[N:4][C:5]([O:8][CH3:9])=[CH:6][CH:7]=1.[CH3:11][C:12]1([CH3:28])[C:16]([CH3:18])([CH3:17])[O:15][B:14]([B:14]2[O:15][C:16]([CH3:18])([CH3:17])[C:12]([CH3:28])([CH3:11])[O:13]2)[O:13]1.C([O-])(=O)C.[K+]. Product: [CH3:9][O:8][C:5]1[N:4]=[C:3]([CH3:10])[C:2]([B:14]2[O:15][C:16]([CH3:18])([CH3:17])[C:12]([CH3:28])([CH3:11])[O:13]2)=[CH:7][CH:6]=1. The catalyst class is: 140.